Dataset: KCNQ2 potassium channel screen with 302,405 compounds. Task: Binary Classification. Given a drug SMILES string, predict its activity (active/inactive) in a high-throughput screening assay against a specified biological target. (1) The drug is Clc1c(OCCNCC=C)c(cc(c1)C)C. The result is 0 (inactive). (2) The compound is Fc1ccc(c2nnc3c4c(n(cc23)Cc2ccccc2)cc(OC)c(OC)c4)cc1. The result is 0 (inactive). (3) The molecule is Clc1ccc(CC(=O)NCC(OCC)=O)cc1. The result is 0 (inactive). (4) The drug is S(c1n(\c([nH]n1)=C1\C(=O)C=CC=C1)CC=C)CC(=O)Nc1sc2c(n1)cccc2. The result is 0 (inactive). (5) The drug is S(=O)(=O)(Nc1c(OC)cccc1)c1c(ccc(NC(=O)Cn2c3c(n(c(=O)n(c3=O)C)C)nc2)c1)C. The result is 0 (inactive). (6) The result is 0 (inactive). The compound is S(=O)(=O)(Nc1c(nc(nc1)C)C)c1ccc(NC(=O)NCC)cc1. (7) The compound is S(=O)(=O)(N(CC)CC)c1cc(NC(=O)/C(=C\c2ccc(OC)cc2)C#N)c(N2CCCCC2)cc1. The result is 0 (inactive). (8) The result is 0 (inactive). The drug is FC(F)(F)C1(NC(=O)N(C2CCCCC2)C1=O)NC(OC)=O.